From a dataset of Reaction yield outcomes from USPTO patents with 853,638 reactions. Predict the reaction yield, written as a fraction of the theoretical maximum amount of product (1.0 means a 100% yield; for example, 0.34 means a 34% yield). (1) The reactants are [C:1]([O:4][CH2:5][C:6]1[C:11](B2OC(C)(C)C(C)(C)O2)=[CH:10][C:9]([F:21])=[CH:8][C:7]=1[N:22]1[CH2:33][CH2:32][C:31]2[C:30]3[CH2:29][C:28]([CH3:35])([CH3:34])[CH2:27][C:26]=3[S:25][C:24]=2[C:23]1=[O:36])(=[O:3])[CH3:2].Br[C:38]1[CH:39]=[C:40]([NH:46][C:47]2[CH:59]=[C:50]3[CH2:51][N:52]([CH:55]4[CH2:58][O:57][CH2:56]4)[CH2:53][CH2:54][N:49]3[N:48]=2)[C:41](=[O:45])[N:42]([CH3:44])[CH:43]=1.CC([O-])=O.[Na+]. The catalyst is CC#N.C1C=CC(P(C2C=CC=CC=2)[C-]2C=CC=C2)=CC=1.C1C=CC(P(C2C=CC=CC=2)[C-]2C=CC=C2)=CC=1.Cl[Pd]Cl.[Fe+2]. The product is [C:1]([O:4][CH2:5][C:6]1[C:11]([C:38]2[CH:39]=[C:40]([NH:46][C:47]3[CH:59]=[C:50]4[CH2:51][N:52]([CH:55]5[CH2:58][O:57][CH2:56]5)[CH2:53][CH2:54][N:49]4[N:48]=3)[C:41](=[O:45])[N:42]([CH3:44])[CH:43]=2)=[CH:10][C:9]([F:21])=[CH:8][C:7]=1[N:22]1[CH2:33][CH2:32][C:31]2[C:30]3[CH2:29][C:28]([CH3:34])([CH3:35])[CH2:27][C:26]=3[S:25][C:24]=2[C:23]1=[O:36])(=[O:3])[CH3:2]. The yield is 0.740. (2) The reactants are [CH2:1]([CH:8]([C:11]#[N:12])[C:9]#[N:10])[C:2]1[CH:7]=[CH:6][CH:5]=[CH:4][CH:3]=1.[H-].[Na+].Br[CH2:16][CH2:17][C:18]([F:22])=[C:19]([F:21])[F:20]. The catalyst is CN(C)C=O. The product is [CH2:1]([C:8]([CH2:16][CH2:17][C:18]([F:22])=[C:19]([F:21])[F:20])([C:9]#[N:10])[C:11]#[N:12])[C:2]1[CH:7]=[CH:6][CH:5]=[CH:4][CH:3]=1. The yield is 0.570. (3) The reactants are Cl[C:2]1[C:11]2[C:6](=[CH:7][CH:8]=[C:9]([O:12][CH3:13])[CH:10]=2)[N:5]=[C:4]([C:14]2[CH:15]=[N:16][CH:17]=[CH:18][CH:19]=2)[N:3]=1.[NH2:20][C:21]1[S:22][CH:23]=[C:24]([C:26]2[CH:31]=[CH:30][C:29]([Cl:32])=[CH:28][CH:27]=2)[N:25]=1.C([O-])([O-])=O.[Cs+].[Cs+].O. The catalyst is CC(N(C)C)=O. The product is [Cl:32][C:29]1[CH:28]=[CH:27][C:26]([C:24]2[N:25]=[C:21]([NH:20][C:2]3[C:11]4[C:6](=[CH:7][CH:8]=[C:9]([O:12][CH3:13])[CH:10]=4)[N:5]=[C:4]([C:14]4[CH:15]=[N:16][CH:17]=[CH:18][CH:19]=4)[N:3]=3)[S:22][CH:23]=2)=[CH:31][CH:30]=1. The yield is 0.360. (4) The reactants are [C:1]([C@@H](CC)C(N)O)([O:3][C:4]([CH3:7])([CH3:6])[CH3:5])=[O:2].[CH3:14][C:15]1(C)[N:20]([O])C(C)(C)C[CH2:17][CH2:16]1.[Br-].[Na+].C(=O)([O-])[OH:28].[Na+]. The catalyst is ClCCl.O. The product is [C:4]([O:3][C:1]([NH:20][C@@H:15]([CH2:16][CH3:17])[CH:14]=[O:28])=[O:2])([CH3:5])([CH3:6])[CH3:7]. The yield is 0.770. (5) The yield is 0.980. The product is [C:1]([O:5][C:6]([N:8]([CH2:20][C:21]1[CH:32]=[C:31]([O:33][CH3:34])[CH:30]=[CH:29][C:22]=1[CH2:23][CH2:24][C:25]([O:27][CH3:28])=[O:26])[CH2:9][C:10]1[CH:11]=[CH:12][C:13]([C:16]([F:17])([F:18])[F:19])=[CH:14][CH:15]=1)=[O:7])([CH3:3])([CH3:4])[CH3:2]. The catalyst is CO.[Pd]. The reactants are [C:1]([O:5][C:6]([N:8]([CH2:20][C:21]1[CH:32]=[C:31]([O:33][CH3:34])[CH:30]=[CH:29][C:22]=1[CH:23]=[CH:24][C:25]([O:27][CH3:28])=[O:26])[CH2:9][C:10]1[CH:15]=[CH:14][C:13]([C:16]([F:19])([F:18])[F:17])=[CH:12][CH:11]=1)=[O:7])([CH3:4])([CH3:3])[CH3:2]. (6) The yield is 1.00. The reactants are [OH:1][C:2]1[CH:7]=[CH:6][CH:5]=[CH:4][C:3]=1[CH2:8][C:9]([OH:11])=[O:10].S(=O)(=O)(O)O.[CH2:17](O)[CH3:18]. No catalyst specified. The product is [OH:1][C:2]1[CH:7]=[CH:6][CH:5]=[CH:4][C:3]=1[CH2:8][C:9]([O:11][CH2:17][CH3:18])=[O:10]. (7) The reactants are [C:1]([C:4]1[C:9](=[O:10])[C:8]([O:11][CH3:12])=[CH:7][N:6]([C:13]2[CH:18]=[CH:17][CH:16]=[C:15]([Br:19])[C:14]=2[F:20])[N:5]=1)(=O)[CH3:2].[CH3:21]C(O)=O.[C:25]1([NH:31][NH2:32])[CH:30]=[CH:29][CH:28]=[CH:27][CH:26]=1. The catalyst is COC(OC)N(C)C.Cl. The product is [Br:19][C:15]1[C:14]([F:20])=[C:13]([N:6]2[CH:7]=[C:8]([O:11][CH3:12])[C:9](=[O:10])[C:4]([C:1]3[N:31]([C:25]4[CH:30]=[CH:29][CH:28]=[CH:27][CH:26]=4)[N:32]=[CH:21][CH:2]=3)=[N:5]2)[CH:18]=[CH:17][CH:16]=1. The yield is 0.590.